Predict the reaction yield, written as a fraction of the theoretical maximum amount of product (1.0 means a 100% yield; for example, 0.34 means a 34% yield). From a dataset of Reaction yield outcomes from USPTO patents with 853,638 reactions. (1) The reactants are [C:1]([CH2:3][CH2:4][CH2:5][CH2:6][CH2:7][B:8]([O:14]CCCC)[O:9]CCCC)#[N:2].[OH-].[K+].S(=O)(=O)(O)[OH:22]. The catalyst is O. The product is [NH2:2][C:1]([CH2:3][CH2:4][CH2:5][CH2:6][CH2:7][B:8]([OH:14])[OH:9])=[O:22]. The yield is 0.510. (2) The reactants are [C:1]1([N:7]([CH2:30][CH2:31][C:32]([O:34][CH2:35][CH3:36])=[O:33])[C:8]([C:10]2[CH:29]=[CH:28][C:13]3[N:14]([CH3:27])[C:15]([CH2:17][S:18][C:19]4[CH:24]=[CH:23][C:22]([C:25]#[N:26])=[CH:21][CH:20]=4)=[N:16][C:12]=3[CH:11]=2)=[O:9])[CH:6]=[CH:5][CH:4]=[CH:3][CH:2]=1.[ClH:37].C(=O)([O-])[O-].[NH4+:42].[NH4+].C(OCC)(=O)C.C(O)C.N. The catalyst is C(O)C. The product is [ClH:37].[C:1]1([N:7]([CH2:30][CH2:31][C:32]([O:34][CH2:35][CH3:36])=[O:33])[C:8]([C:10]2[CH:29]=[CH:28][C:13]3[N:14]([CH3:27])[C:15]([CH2:17][S:18][C:19]4[CH:24]=[CH:23][C:22]([C:25](=[NH:42])[NH2:26])=[CH:21][CH:20]=4)=[N:16][C:12]=3[CH:11]=2)=[O:9])[CH:2]=[CH:3][CH:4]=[CH:5][CH:6]=1. The yield is 0.900. (3) The reactants are [Cl:1][C:2]1[N:7]=[C:6](Cl)[C:5]([F:9])=[CH:4][N:3]=1.[CH2:10]([O:14][C:15]1[CH:21]=[CH:20][C:18]([NH2:19])=[CH:17][CH:16]=1)[CH2:11][CH2:12][CH3:13].Cl.[OH-].[Na+]. The catalyst is CC(C)=O.O. The product is [Cl:1][C:2]1[N:7]=[C:6]([NH:19][C:18]2[CH:17]=[CH:16][C:15]([O:14][CH2:10][CH2:11][CH2:12][CH3:13])=[CH:21][CH:20]=2)[C:5]([F:9])=[CH:4][N:3]=1. The yield is 0.800. (4) The reactants are I[C:2]1[CH:7]=[CH:6][C:5]([C:8]2([OH:18])[CH2:17][CH2:16][C:11]3([O:15][CH2:14][CH2:13][O:12]3)[CH2:10][CH2:9]2)=[CH:4][CH:3]=1.[Cl-].Br[C:21]1[N:26]=[CH:25][CH:24]=[CH:23][N:22]=1. The catalyst is C1COCC1.CCOC(C)=O.C/C(/[O-])=C/C(C)=O.C/C(/[O-])=C/C(C)=O.[Ni+2].CCC.C1(P(C2C=CC=CC=2)CCCP(C2C=CC=CC=2)C2C=CC=CC=2)C=CC=CC=1. The product is [N:22]1[CH:23]=[CH:24][CH:25]=[N:26][C:21]=1[C:2]1[CH:7]=[CH:6][C:5]([C:8]2([OH:18])[CH2:17][CH2:16][C:11]3([O:15][CH2:14][CH2:13][O:12]3)[CH2:10][CH2:9]2)=[CH:4][CH:3]=1. The yield is 0.690.